This data is from Forward reaction prediction with 1.9M reactions from USPTO patents (1976-2016). The task is: Predict the product of the given reaction. (1) Given the reactants C([O-])([O-])=O.[K+].[K+].[Br:7][C:8]1[CH:13]=[CH:12][C:11](F)=[C:10]([N+:15]([O-:17])=[O:16])[CH:9]=1.[CH3:18][C:19]([SH:26])([CH3:25])[C:20]([O:22][CH2:23][CH3:24])=[O:21], predict the reaction product. The product is: [Br:7][C:8]1[CH:13]=[CH:12][C:11]([S:26][C:19]([CH3:25])([CH3:18])[C:20]([O:22][CH2:23][CH3:24])=[O:21])=[C:10]([N+:15]([O-:17])=[O:16])[CH:9]=1. (2) Given the reactants Br[C:2]1[S:6][C:5]([CH2:7][N:8]([CH2:19][CH:20]([CH3:22])[CH3:21])[S:9]([CH2:12][C:13]2[CH:18]=[CH:17][CH:16]=[CH:15][CH:14]=2)(=[O:11])=[O:10])=[CH:4][CH:3]=1.[CH3:23][S:24]([NH:27][C:28]1[CH:33]=[CH:32][C:31](B(O)O)=[CH:30][CH:29]=1)(=[O:26])=[O:25].C([O-])(=O)C.[K+].C(=O)([O-])[O-].[Na+].[Na+], predict the reaction product. The product is: [CH2:19]([N:8]([CH2:7][C:5]1[S:6][C:2]([C:31]2[CH:30]=[CH:29][C:28]([NH:27][S:24]([CH3:23])(=[O:25])=[O:26])=[CH:33][CH:32]=2)=[CH:3][CH:4]=1)[S:9]([CH2:12][C:13]1[CH:18]=[CH:17][CH:16]=[CH:15][CH:14]=1)(=[O:11])=[O:10])[CH:20]([CH3:22])[CH3:21]. (3) Given the reactants [Li].[Cl:2][C:3]1[CH:8]=[C:7]([Cl:9])[CH:6]=[CH:5][C:4]=1[C@@H:10]1[N:15]=[C:14]([C:16]2[S:17][CH:18]=[CH:19][N:20]=2)[NH:13][C:12]([CH2:21][N:22]2[CH2:27][CH2:26][O:25][CH2:24][C@H:23]2[C:28]([OH:30])=[O:29])=[C:11]1[C:31]([O:33][C@H:34](C)[C:35](OCC)=O)=[O:32], predict the reaction product. The product is: [Cl:2][C:3]1[CH:8]=[C:7]([Cl:9])[CH:6]=[CH:5][C:4]=1[C@@H:10]1[N:15]=[C:14]([C:16]2[S:17][CH:18]=[CH:19][N:20]=2)[NH:13][C:12]([CH2:21][N:22]2[CH2:27][CH2:26][O:25][CH2:24][C@H:23]2[C:28]([OH:30])=[O:29])=[C:11]1[C:31]([O:33][CH2:34][CH3:35])=[O:32]. (4) Given the reactants [NH2:1][C:2]1[CH:15]=[C:14]([CH3:16])[CH:13]=[CH:12][C:3]=1[C:4]([C:6]1[CH:11]=[CH:10][CH:9]=[CH:8][CH:7]=1)=O.[NH2:17][C:18](N)=S.CS(C)=O, predict the reaction product. The product is: [C:6]1([C:4]2[C:3]3[C:2](=[CH:15][C:14]([CH3:16])=[CH:13][CH:12]=3)[N:1]=[CH:18][N:17]=2)[CH:11]=[CH:10][CH:9]=[CH:8][CH:7]=1. (5) Given the reactants Cl[CH2:2][C:3]([NH:5][C:6]1[C:7]([O:35][CH3:36])=[CH:8][C:9]2[CH2:10][CH2:11][N:12]3[C:18]4[C:19](=[O:29])[N:20]([C:25]([CH3:28])([CH3:27])[CH3:26])[CH2:21][CH2:22][CH2:23][CH2:24][C:17]=4[C:16]([C:30]4[S:31][CH:32]=[CH:33][CH:34]=4)=[C:13]3[C:14]=2[CH:15]=1)=[O:4].[CH2:37]([N:39](CC)[CH2:40]C)C.CNC, predict the reaction product. The product is: [CH3:37][N:39]([CH3:40])[CH2:2][C:3]([NH:5][C:6]1[C:7]([O:35][CH3:36])=[CH:8][C:9]2[CH2:10][CH2:11][N:12]3[C:18]4[C:19](=[O:29])[N:20]([C:25]([CH3:28])([CH3:27])[CH3:26])[CH2:21][CH2:22][CH2:23][CH2:24][C:17]=4[C:16]([C:30]4[S:31][CH:32]=[CH:33][CH:34]=4)=[C:13]3[C:14]=2[CH:15]=1)=[O:4]. (6) Given the reactants [CH3:1][C:2]1([CH3:14])[CH2:8][C:7](=S)[NH:6][C:5]2[CH:10]=[CH:11][CH:12]=[CH:13][C:4]=2[NH:3]1.[C:15]([NH:18][NH2:19])(=O)[CH3:16], predict the reaction product. The product is: [CH3:16][C:15]1[N:6]2[C:5]3[CH:10]=[CH:11][CH:12]=[CH:13][C:4]=3[NH:3][C:2]([CH3:14])([CH3:1])[CH2:8][C:7]2=[N:19][N:18]=1. (7) Given the reactants C(OC([NH:11][C@H:12]([C:14]1[S:15][CH:16]=[C:17]([C:19]([F:22])([F:21])[F:20])[N:18]=1)[CH3:13])=O)C1C=CC=CC=1.[Si](I)(C)(C)C, predict the reaction product. The product is: [F:22][C:19]([F:20])([F:21])[C:17]1[N:18]=[C:14]([C@@H:12]([NH2:11])[CH3:13])[S:15][CH:16]=1. (8) Given the reactants [CH2:1]([O:8][C:9](=[O:22])[C@@H:10]([CH:19]([CH3:21])[CH3:20])[NH:11]C(OC(C)(C)C)=O)[C:2]1[CH:7]=[CH:6][CH:5]=[CH:4][CH:3]=1.[F:23][C:24]([F:29])([F:28])[C:25]([OH:27])=[O:26], predict the reaction product. The product is: [F:23][C:24]([F:29])([F:28])[C:25]([OH:27])=[O:26].[CH2:1]([O:8][C:9](=[O:22])[C@@H:10]([CH:19]([CH3:20])[CH3:21])[NH2:11])[C:2]1[CH:7]=[CH:6][CH:5]=[CH:4][CH:3]=1. (9) Given the reactants [O:1]=[C:2]1[O:8][C@H:7]([C@H:9]([CH2:11][OH:12])[OH:10])[C:5]([OH:6])=[C:3]1[OH:4].[CH2:13]([OH:68])[C@H:14]1[O:19][C@H:18]([O:67][C@H:15]2[C@H:16]([OH:66])[C@@H:17]([OH:65])[C@@H:18]([O:67][C@H:15]3[C@H:16]([OH:66])[C@@H:17]([OH:65])[C@@H:18]([O:67][C@H:15]4[C@H:16]([OH:66])[C@@H:17]([OH:65])[C@@H:18]([O:67][C@H:15]5[C@H:16]([OH:66])[C@@H:17]([OH:65])[C@@H:18](O)[O:19][C@@H:14]5[CH2:13][OH:68])[O:19][C@@H:14]4[CH2:13][OH:68])[O:19][C@@H:14]3[CH2:13][OH:68])[O:19][C@@H:14]2[CH2:13][OH:68])[C@H:17]([OH:65])[C@@H:16]([OH:66])[C@@H:15]1[OH:67].[Cl-].[Ca+2].[Cl-].C([O-])(=O)C.[Na+], predict the reaction product. The product is: [CH2:13]([OH:68])[C@H:14]1[O:19][C@H:18]([O:4][C:3]2[C:2](=[O:1])[O:8][C@H:7]([C@@H:9]([OH:10])[CH2:11][OH:12])[C:5]=2[OH:6])[C@H:17]([OH:65])[C@@H:16]([OH:66])[C@@H:15]1[OH:67].